Dataset: Catalyst prediction with 721,799 reactions and 888 catalyst types from USPTO. Task: Predict which catalyst facilitates the given reaction. (1) Reactant: [Br:1][C:2]1[CH:3]=[C:4]([CH:9]=[C:10]([CH2:12]O)[CH:11]=1)[C:5]([O:7][CH3:8])=[O:6].C1(P(C2C=CC=CC=2)C2C=CC=CC=2)C=CC=CC=1.[Br:33]N1C(=O)CCC1=O. Product: [Br:1][C:2]1[CH:3]=[C:4]([CH:9]=[C:10]([CH2:12][Br:33])[CH:11]=1)[C:5]([O:7][CH3:8])=[O:6]. The catalyst class is: 54. (2) Reactant: [CH:1]1([CH2:7][N:8]2[C:12]3[CH:13]=[C:14]([NH2:17])[CH:15]=[CH:16][C:11]=3[N:10]=[CH:9]2)[CH2:6][CH2:5][CH2:4][CH2:3][CH2:2]1.[Br:18]Br.N.CO.C(Cl)(Cl)Cl. Product: [CH:1]1([CH2:7][N:8]2[C:12]3[C:13]([Br:18])=[C:14]([NH2:17])[CH:15]=[CH:16][C:11]=3[N:10]=[CH:9]2)[CH2:2][CH2:3][CH2:4][CH2:5][CH2:6]1. The catalyst class is: 52.